From a dataset of Full USPTO retrosynthesis dataset with 1.9M reactions from patents (1976-2016). Predict the reactants needed to synthesize the given product. Given the product [Br:14][C:15]1[CH:20]=[CH:19][CH:18]=[CH:17][C:16]=1[C:7]1[C:5]([NH2:6])=[CH:4][CH:3]=[C:2]([F:1])[CH:8]=1, predict the reactants needed to synthesize it. The reactants are: [F:1][C:2]1[CH:8]=[CH:7][C:5]([NH2:6])=[CH:4][CH:3]=1.F[B-](F)(F)F.[Br:14][C:15]1[CH:20]=[CH:19][CH:18]=[CH:17][C:16]=1[N+]#N.